This data is from Catalyst prediction with 721,799 reactions and 888 catalyst types from USPTO. The task is: Predict which catalyst facilitates the given reaction. (1) Reactant: [Cl:1][C:2]1[CH:16]=[CH:15][C:14]([N:17]2[C:22](=[O:23])[CH:21]=[C:20]([C:24]([F:27])([F:26])[F:25])[N:19]([CH3:28])[C:18]2=[O:29])=[CH:13][C:3]=1[C:4]([O:6][C@@H:7]([CH3:12])[C:8]([O:10]C)=[O:9])=[O:5].Cl. The catalyst class is: 15. Product: [Cl:1][C:2]1[CH:16]=[CH:15][C:14]([N:17]2[C:22](=[O:23])[CH:21]=[C:20]([C:24]([F:25])([F:27])[F:26])[N:19]([CH3:28])[C:18]2=[O:29])=[CH:13][C:3]=1[C:4]([O:6][C@@H:7]([CH3:12])[C:8]([OH:10])=[O:9])=[O:5]. (2) Reactant: [CH2:1]([O:3][C:4](=[O:24])[CH2:5][CH2:6][N:7]([C:14]1[C:19]([N+:20]([O-])=O)=[CH:18][N:17]=[C:16]([Cl:23])[N:15]=1)[CH:8]1[CH2:12][CH2:11][CH2:10][CH:9]1[CH3:13])[CH3:2].[H][H]. Product: [CH2:1]([O:3][C:4](=[O:24])[CH2:5][CH2:6][N:7]([C:14]1[C:19]([NH2:20])=[CH:18][N:17]=[C:16]([Cl:23])[N:15]=1)[CH:8]1[CH2:12][CH2:11][CH2:10][CH:9]1[CH3:13])[CH3:2]. The catalyst class is: 78. (3) Reactant: [CH3:1][O:2][C:3]1[CH:8]=[CH:7][C:6]([C:9]2[CH:14]=[C:13]([CH:15]=[C:16]3[CH2:21][CH2:20][O:19][CH2:18][CH2:17]3)[N:12]=[C:11]([N:22]3[CH2:27][CH2:26][NH:25][C:24]([CH3:29])([CH3:28])[CH2:23]3)[CH:10]=2)=[CH:5][CH:4]=1. Product: [CH3:1][O:2][C:3]1[CH:4]=[CH:5][C:6]([C:9]2[CH:14]=[C:13]([CH2:15][CH:16]3[CH2:17][CH2:18][O:19][CH2:20][CH2:21]3)[N:12]=[C:11]([N:22]3[CH2:27][CH2:26][NH:25][C:24]([CH3:29])([CH3:28])[CH2:23]3)[CH:10]=2)=[CH:7][CH:8]=1. The catalyst class is: 19. (4) Reactant: [H-].[Na+].[Cl:3][C:4]1[CH:9]=[CH:8][C:7]([S:10]([CH2:13][C:14]2[CH:19]=[C:18]([F:20])[CH:17]=[CH:16][C:15]=2[F:21])(=[O:12])=[O:11])=[CH:6][CH:5]=1.[Br:22][CH2:23][CH2:24][CH2:25][CH2:26][CH2:27]Br. Product: [Br:22][CH2:23][CH2:24][CH2:25][CH2:26][CH2:27][CH:13]([C:14]1[CH:19]=[C:18]([F:20])[CH:17]=[CH:16][C:15]=1[F:21])[S:10]([C:7]1[CH:8]=[CH:9][C:4]([Cl:3])=[CH:5][CH:6]=1)(=[O:12])=[O:11]. The catalyst class is: 7. (5) Reactant: Cl[C:2]1[C:7]2[CH:8]=[C:9]([S:11]([O-:13])=[O:12])[S:10][C:6]=2[CH:5]=[CH:4][N:3]=1.[Li+].[CH3:15][C:16]1[CH:23]=[CH:22][C:19]([CH2:20]Br)=[CH:18][CH:17]=1.[C:24]([O:28][C:29]([N:31]1[CH2:36][CH2:35][NH:34][CH2:33][CH2:32]1)=[O:30])([CH3:27])([CH3:26])[CH3:25]. Product: [CH3:15][C:16]1[CH:23]=[CH:22][C:19]([CH2:20][S:11]([C:9]2[S:10][C:6]3[CH:5]=[CH:4][N:3]=[C:2]([N:34]4[CH2:33][CH2:32][N:31]([C:29]([O:28][C:24]([CH3:27])([CH3:26])[CH3:25])=[O:30])[CH2:36][CH2:35]4)[C:7]=3[CH:8]=2)(=[O:13])=[O:12])=[CH:18][CH:17]=1. The catalyst class is: 10. (6) Reactant: [C:1]([O:5][N:6]=[C:7]([C:10]1[C:15]([Cl:16])=[CH:14][C:13]([Cl:17])=[CH:12][N:11]=1)[CH2:8]Br)([CH3:4])([CH3:3])[CH3:2].[C:18]1(=[O:28])[NH:22][C:21](=[O:23])[C:20]2=[CH:24][CH:25]=[CH:26][CH:27]=[C:19]12.[K].O. Product: [Cl:16][C:15]1[C:10]([C:7](=[N:6][O:5][C:1]([CH3:4])([CH3:3])[CH3:2])[CH2:8][N:22]2[C:21](=[O:23])[C:20]3=[CH:24][CH:25]=[CH:26][CH:27]=[C:19]3[C:18]2=[O:28])=[N:11][CH:12]=[C:13]([Cl:17])[CH:14]=1. The catalyst class is: 9. (7) Reactant: [Cl-].[Ca+2].[Cl-].[Br:4][C:5]1[CH:10]=[C:9]([N+:11]([O-])=O)[C:8]([OH:14])=[C:7]([Cl:15])[CH:6]=1. Product: [NH2:11][C:9]1[CH:10]=[C:5]([Br:4])[CH:6]=[C:7]([Cl:15])[C:8]=1[OH:14]. The catalyst class is: 190. (8) Reactant: [NH:1]1[CH2:5][CH2:4][C@@H:3]([OH:6])[CH2:2]1.C([O:9][C:10]([C:12]1[S:13][C:14]([C:17]2[C:18]([NH:35][CH:36]([CH3:38])[CH3:37])=[N:19][C:20]([C:23]3[CH:28]=[CH:27][CH:26]=[C:25]([C:29]4[CH:30]=[N:31][N:32]([CH3:34])[CH:33]=4)[CH:24]=3)=[N:21][CH:22]=2)=[N:15][N:16]=1)=O)C. Product: [OH:6][C@@H:3]1[CH2:4][CH2:5][N:1]([C:10]([C:12]2[S:13][C:14]([C:17]3[C:18]([NH:35][CH:36]([CH3:38])[CH3:37])=[N:19][C:20]([C:23]4[CH:28]=[CH:27][CH:26]=[C:25]([C:29]5[CH:30]=[N:31][N:32]([CH3:34])[CH:33]=5)[CH:24]=4)=[N:21][CH:22]=3)=[N:15][N:16]=2)=[O:9])[CH2:2]1. The catalyst class is: 56. (9) Product: [OH:1][CH2:19][CH2:20][O:21][C:22]1[CH:23]=[C:24]([C:28]2[N:29]=[C:30]3[CH:35]=[CH:34][C:33]([I:36])=[CH:32][N:31]3[CH:37]=2)[CH:25]=[CH:26][CH:27]=1. The catalyst class is: 841. Reactant: [O:1]([CH2:19][CH2:20][O:21][C:22]1[CH:23]=[C:24]([C:28]2[N:29]=[C:30]3[CH:35]=[CH:34][C:33]([I:36])=[CH:32][N:31]3[CH:37]=2)[CH:25]=[CH:26][CH:27]=1)[Si](C(C)(C)C)(C1C=CC=CC=1)C1C=CC=CC=1.[F-].C([N+](CCCC)(CCCC)CCCC)CCC.[Cl-].[NH4+].O.